This data is from Forward reaction prediction with 1.9M reactions from USPTO patents (1976-2016). The task is: Predict the product of the given reaction. (1) The product is: [C:19]([N:2]1[CH2:3][CH2:4][CH:5]([C:8]([O:10][CH2:11][C:12]2[CH:13]=[CH:14][CH:15]=[CH:16][CH:17]=2)=[O:9])[CH2:6][CH2:7]1)(=[O:20])[CH2:18][OH:21]. Given the reactants Cl.[NH:2]1[CH2:7][CH2:6][CH:5]([C:8]([O:10][CH2:11][C:12]2[CH:17]=[CH:16][CH:15]=[CH:14][CH:13]=2)=[O:9])[CH2:4][CH2:3]1.[C:18](O)(=[O:21])[CH2:19][OH:20].CCN=C=NCCCN(C)C.Cl.C1C=CC2N(O)N=NC=2C=1, predict the reaction product. (2) Given the reactants [OH:1][C:2]1[CH:3]=[C:4]([CH:7]=[CH:8][CH:9]=1)[C:5]#[N:6].[Br:10]N1C(=O)CCC1=O.S([O-])(O)(=O)=O.[Na+], predict the reaction product. The product is: [Br:10][C:7]1[CH:8]=[CH:9][C:2]([OH:1])=[CH:3][C:4]=1[C:5]#[N:6]. (3) Given the reactants [O:1]=[C:2]([N:8]1[CH2:13][CH2:12][C@H:11]([NH:14][C@H](C2C=CC=CC=2)C)[C@H:10]([C:23]2[CH:28]=[CH:27][CH:26]=[CH:25][CH:24]=2)[CH2:9]1)[CH2:3][NH:4][C:5](=[O:7])[CH3:6], predict the reaction product. The product is: [NH2:14][C@H:11]1[CH2:12][CH2:13][N:8]([C:2](=[O:1])[CH2:3][NH:4][C:5](=[O:7])[CH3:6])[CH2:9][C@H:10]1[C:23]1[CH:24]=[CH:25][CH:26]=[CH:27][CH:28]=1.